From a dataset of Catalyst prediction with 721,799 reactions and 888 catalyst types from USPTO. Predict which catalyst facilitates the given reaction. (1) Reactant: [C:1]([C:3]1[CH:4]=[C:5]([CH:8]=[CH:9][C:10]=1[F:11])[CH:6]=[O:7])#[N:2].[CH3:12][Mg]Br. Product: [F:11][C:10]1[CH:9]=[CH:8][C:5]([CH:6]([OH:7])[CH3:12])=[CH:4][C:3]=1[C:1]#[N:2]. The catalyst class is: 1. (2) Reactant: C(OC([NH:8][C@@:9]1([C:24]([O:26]C(C)(C)C)=[O:25])[CH2:16][C:13]2([CH2:15][CH2:14]2)[C@@H:12]2[C@H:10]1[C@H:11]2[C:17]([O:19]C(C)(C)C)=[O:18])=O)(C)(C)C.[ClH:31]. Product: [ClH:31].[NH2:8][C@@:9]1([C:24]([OH:26])=[O:25])[CH2:16][C:13]2([CH2:15][CH2:14]2)[C@@H:12]2[C@H:10]1[C@H:11]2[C:17]([OH:19])=[O:18]. The catalyst class is: 12.